Dataset: Reaction yield outcomes from USPTO patents with 853,638 reactions. Task: Predict the reaction yield, written as a fraction of the theoretical maximum amount of product (1.0 means a 100% yield; for example, 0.34 means a 34% yield). The reactants are [CH3:1][C:2]1[CH2:6][CH:5]=[C:4]([CH3:7])[C:3]=1[C:8]1[C:13]([CH3:14])=[CH:12][C:11]([CH3:15])=[CH:10][C:9]=1[NH2:16].C(N(CC)CC)C.[C:24](Cl)(=[O:29])[C:25]([CH3:28])([CH3:27])[CH3:26]. No catalyst specified. The product is [CH3:7][C:4]1[CH2:5][CH:6]=[C:2]([CH3:1])[C:3]=1[C:8]1[C:13]([CH3:14])=[CH:12][C:11]([CH3:15])=[CH:10][C:9]=1[NH:16][C:24](=[O:29])[C:25]([CH3:28])([CH3:27])[CH3:26]. The yield is 0.700.